Dataset: Cav3 T-type calcium channel HTS with 100,875 compounds. Task: Binary Classification. Given a drug SMILES string, predict its activity (active/inactive) in a high-throughput screening assay against a specified biological target. (1) The result is 0 (inactive). The drug is S(=O)(=O)(NCC(N(C)C)c1cccnc1)c1ccc(F)cc1. (2) The molecule is O1CCN(CC1)C(=O)c1nn(c(=O)c2c1cccc2)C. The result is 0 (inactive). (3) The molecule is S(=O)(=O)(Nc1c(SCC(=O)Nc2sc(nn2)C(F)(F)F)cccc1)c1c(F)cccc1. The result is 1 (active). (4) The molecule is o1c2c(c(CN3CCN(CC3)C)cc1=O)c(cc(c2)C)C. The result is 0 (inactive). (5) The result is 0 (inactive). The molecule is O(c1c(c(c(O)c(c1)C)C(OC)=O)C)C(=O)c1c(cc(O)c(c1O)C=O)C. (6) The molecule is S(=O)(=O)(CCC(=O)N(c1c(OC)cc(OC)cc1)C)c1ccc(OC)cc1. The result is 0 (inactive).